Dataset: Forward reaction prediction with 1.9M reactions from USPTO patents (1976-2016). Task: Predict the product of the given reaction. (1) Given the reactants CC(C)([O-])C.[K+].[CH3:7][C:8]([C:10]1[CH:15]=[CH:14][C:13]([Br:16])=[CH:12][C:11]=1[Cl:17])=O.Cl.[C:19]([O-:22])(O)=O.[Na+], predict the reaction product. The product is: [Br:16][C:13]1[CH:14]=[CH:15][C:10]([CH:8]([CH3:7])[CH:19]=[O:22])=[C:11]([Cl:17])[CH:12]=1. (2) Given the reactants [C:1]([N:9]([CH2:20][C:21]1[CH:26]=[CH:25][C:24]([O:27][CH2:28][C:29]2[CH:34]=[CH:33][C:32]([F:35])=[CH:31][CH:30]=2)=[C:23]([O:36][CH3:37])[CH:22]=1)[CH2:10][CH2:11][NH:12]C(=O)OC(C)(C)C)(=[O:8])[C:2]1[CH:7]=[CH:6][CH:5]=[CH:4][CH:3]=1.Cl, predict the reaction product. The product is: [NH2:12][CH2:11][CH2:10][N:9]([CH2:20][C:21]1[CH:26]=[CH:25][C:24]([O:27][CH2:28][C:29]2[CH:30]=[CH:31][C:32]([F:35])=[CH:33][CH:34]=2)=[C:23]([O:36][CH3:37])[CH:22]=1)[C:1](=[O:8])[C:2]1[CH:7]=[CH:6][CH:5]=[CH:4][CH:3]=1. (3) Given the reactants [N+:1]([C:4]1[CH:5]=[C:6]([NH:10][C:11](=[O:14])[CH:12]=[CH2:13])[CH:7]=[CH:8][CH:9]=1)([O-])=O, predict the reaction product. The product is: [NH2:1][C:4]1[CH:5]=[C:6]([NH:10][C:11](=[O:14])[CH:12]=[CH2:13])[CH:7]=[CH:8][CH:9]=1. (4) Given the reactants [CH3:1][O:2][C:3]([C:5]1[N:6]=[CH:7][C:8]2[C:13]([C:14]=1[OH:15])=[CH:12][CH:11]=[CH:10][C:9]=2[O:16][C:17]1[CH:22]=[CH:21][CH:20]=[CH:19][C:18]=1[O:23][CH3:24])=[O:4].[Br:25]N1C(=O)CCC1=O, predict the reaction product. The product is: [CH3:1][O:2][C:3]([C:5]1[N:6]=[C:7]([Br:25])[C:8]2[C:13]([C:14]=1[OH:15])=[CH:12][CH:11]=[CH:10][C:9]=2[O:16][C:17]1[CH:22]=[CH:21][CH:20]=[CH:19][C:18]=1[O:23][CH3:24])=[O:4]. (5) Given the reactants O[CH2:2][C:3]1[CH:4]=[C:5]2[C:9](=[CH:10][CH:11]=1)[CH2:8][C@H:7]([NH:12][S:13]([CH:16]([CH3:18])[CH3:17])(=[O:15])=[O:14])[CH2:6]2.S(Cl)(Cl)=O.C(=O)([O-])[O-].[K+].[K+].[F:29][C:30]([F:42])([F:41])[C:31]1[C:35]([C:36]([O:38][CH2:39][CH3:40])=[O:37])=[CH:34][NH:33][N:32]=1, predict the reaction product. The product is: [CH2:39]([O:38][C:36]([C:35]1[C:31]([C:30]([F:41])([F:42])[F:29])=[N:32][N:33]([CH2:2][C:3]2[CH:4]=[C:5]3[C:9](=[CH:10][CH:11]=2)[CH2:8][C@H:7]([NH:12][S:13]([CH:16]([CH3:18])[CH3:17])(=[O:15])=[O:14])[CH2:6]3)[CH:34]=1)=[O:37])[CH3:40]. (6) Given the reactants Cl[C:2]1[N:7]=[CH:6][N:5]=[C:4]([NH:8][C:9]2[CH:14]=[CH:13][C:12]([O:15][C:16]3[CH:17]=[N:18][C:19]([CH3:22])=[CH:20][CH:21]=3)=[C:11]([CH3:23])[CH:10]=2)[C:3]=1[NH2:24].[I-:25].[Na+].O.C(=O)([O-])O.[Na+], predict the reaction product. The product is: [IH:25].[I:25][C:2]1[N:7]=[CH:6][N:5]=[C:4]([NH:8][C:9]2[CH:14]=[CH:13][C:12]([O:15][C:16]3[CH:17]=[N:18][C:19]([CH3:22])=[CH:20][CH:21]=3)=[C:11]([CH3:23])[CH:10]=2)[C:3]=1[NH2:24].